Dataset: Catalyst prediction with 721,799 reactions and 888 catalyst types from USPTO. Task: Predict which catalyst facilitates the given reaction. (1) Reactant: [CH3:1][O:2][C:3]([C@:5]1([NH:15][S:16]([C:19]2[S:23][C:22]([NH2:24])=[N:21][CH:20]=2)(=[O:18])=[O:17])[CH2:7][C@:6]1([CH3:14])[C:8]1[CH:13]=[CH:12][CH:11]=[CH:10][CH:9]=1)=[O:4].[Br:25][CH2:26][C:27]([CH2:29]Br)=O. Product: [CH3:1][O:2][C:3]([C@:5]1([NH:15][S:16]([C:19]2[S:23][C:22]3=[N:24][C:27]([CH2:26][Br:25])=[CH:29][N:21]3[CH:20]=2)(=[O:18])=[O:17])[CH2:7][C@:6]1([CH3:14])[C:8]1[CH:9]=[CH:10][CH:11]=[CH:12][CH:13]=1)=[O:4]. The catalyst class is: 13. (2) Reactant: Cl[C:2]1[N:3]=[C:4]([NH:13][C:14]2[CH:19]=[CH:18][C:17]([N:20]3[CH2:25][CH2:24][N:23]([CH3:26])[CH2:22][CH2:21]3)=[CH:16][CH:15]=2)[C:5]([C:10]([NH2:12])=[O:11])=[N:6][C:7]=1[CH2:8][CH3:9].[Br:27][C:28]1[CH:29]=[C:30]([OH:37])[CH:31]=[C:32]([N+:34]([O-:36])=[O:35])[CH:33]=1.C(=O)([O-])[O-].[K+].[K+].CN1CCCC1=O. Product: [Br:27][C:28]1[CH:29]=[C:30]([CH:31]=[C:32]([N+:34]([O-:36])=[O:35])[CH:33]=1)[O:37][C:2]1[N:3]=[C:4]([NH:13][C:14]2[CH:19]=[CH:18][C:17]([N:20]3[CH2:25][CH2:24][N:23]([CH3:26])[CH2:22][CH2:21]3)=[CH:16][CH:15]=2)[C:5]([C:10]([NH2:12])=[O:11])=[N:6][C:7]=1[CH2:8][CH3:9]. The catalyst class is: 6. (3) Reactant: C([Si](C)(C)[O:6][CH2:7][C:8]([N:11]([C:25](=[O:34])[C:26]1[CH:31]=[C:30]([CH3:32])[CH:29]=[C:28]([CH3:33])[CH:27]=1)[NH:12][C:13](=O)[C:14]1[CH:19]=[CH:18][CH:17]=[C:16]([O:20][CH3:21])[C:15]=1[CH2:22][CH3:23])([CH3:10])[CH3:9])(C)(C)C.[F-].[CH2:38]([N+](CCCC)(CCCC)CCCC)CCC.CCOCC. The catalyst class is: 1. Product: [CH2:22]([C:15]1[C:16]([O:20][CH3:21])=[CH:17][CH:18]=[CH:19][C:14]=1[C:13]([NH:12][N:11]([C:8]([CH3:9])([CH3:10])[CH2:7][OH:6])[C:25](=[O:34])[C:26]1[CH:31]=[C:30]([CH3:32])[CH:29]=[C:28]([CH3:33])[CH:27]=1)=[CH2:38])[CH3:23].